Dataset: Reaction yield outcomes from USPTO patents with 853,638 reactions. Task: Predict the reaction yield, written as a fraction of the theoretical maximum amount of product (1.0 means a 100% yield; for example, 0.34 means a 34% yield). The reactants are [O:1]1[CH2:6][CH2:5][CH2:4][CH2:3][CH:2]1[O:7][C@H:8]1[CH2:30][CH2:29][C@@:28]2([CH3:31])[C:10](=[CH:11][CH2:12][C@@H:13]3[C@@H:27]2[CH2:26][CH2:25][C@@:24]2([CH3:32])[C@H:14]3[CH2:15][CH2:16][C@@H:17]2[C@H:18]([CH3:23])[CH2:19][CH2:20][CH2:21][OH:22])[CH2:9]1.[Si:33](Cl)([C:36]([CH3:39])([CH3:38])[CH3:37])([CH3:35])[CH3:34].N1C=CN=C1.C([O-])(O)=O.[Na+]. The catalyst is C(Cl)Cl. The product is [Si:33]([O:22][CH2:21][CH2:20][CH2:19][C@H:18]([C@@H:17]1[C@:24]2([CH3:32])[C@H:14]([C@H:13]3[C@H:27]([CH2:26][CH2:25]2)[C@:28]2([CH3:31])[C:10]([CH2:9][C@@H:8]([O:7][CH:2]4[CH2:3][CH2:4][CH2:5][CH2:6][O:1]4)[CH2:30][CH2:29]2)=[CH:11][CH2:12]3)[CH2:15][CH2:16]1)[CH3:23])([C:36]([CH3:39])([CH3:38])[CH3:37])([CH3:35])[CH3:34]. The yield is 0.980.